Predict the reaction yield, written as a fraction of the theoretical maximum amount of product (1.0 means a 100% yield; for example, 0.34 means a 34% yield). From a dataset of Reaction yield outcomes from USPTO patents with 853,638 reactions. (1) The reactants are Cl[C:2]1[N:7]=[CH:6][C:5]([C:8]([O:10][CH2:11][CH3:12])=[O:9])=[C:4]([C:13]2[CH:18]=[CH:17][CH:16]=[CH:15][CH:14]=2)[CH:3]=1.[NH2:19][CH2:20][CH2:21][NH:22][C:23]1[CH:28]=[CH:27][C:26]([N+:29]([O-:31])=[O:30])=[CH:25][N:24]=1.CCN(C(C)C)C(C)C.CC(N(C)C)=O. The catalyst is CCOC(C)=O. The product is [N+:29]([C:26]1[CH:27]=[CH:28][C:23]([NH:22][CH2:21][CH2:20][NH:19][C:2]2[N:7]=[CH:6][C:5]([C:8]([O:10][CH2:11][CH3:12])=[O:9])=[C:4]([C:13]3[CH:18]=[CH:17][CH:16]=[CH:15][CH:14]=3)[CH:3]=2)=[N:24][CH:25]=1)([O-:31])=[O:30]. The yield is 0.700. (2) The reactants are [O:1]1[C:5]2[CH:6]=[CH:7][CH:8]=[CH:9][C:4]=2[C:3](=[O:10])[C:2]1=[N:11][OH:12].C[O-].[Na+].Br[CH2:17][CH2:18][O:19][CH:20]1[CH2:25][CH2:24][CH2:23][CH2:22][O:21]1.O. The catalyst is CO. The product is [O:21]1[CH2:22][CH2:23][CH2:24][CH2:25][CH:20]1[O:19][CH2:18][CH2:17][O:12][N:11]=[C:2]1[C:3](=[O:10])[C:4]2[CH:9]=[CH:8][CH:7]=[CH:6][C:5]=2[O:1]1. The yield is 0.621. (3) The reactants are [CH3:1][O:2][C:3]([NH:5][C@H:6]([C:10]([N:12]1[CH:16]([C:17](O)=[O:18])[CH2:15][C:14]2([CH2:24][CH2:23][S:22](=[O:26])(=[O:25])[CH2:21][CH2:20]2)[CH2:13]1)=[O:11])[CH:7]([CH3:9])[CH3:8])=[O:4].C1C2(OCCCO2)C[C@@H](C2NC=C([C:42]3[CH:47]=[CH:46][C:45]([C:48]4[CH:53]=[CH:52][C:51]([C:54]5[N:55]=[C:56]([C@@H:59]6[CH2:63][CH2:62][CH2:61][N:60]6[C:64]([C@@H:66]([NH:70][C:71](=[O:74])[O:72][CH3:73])[CH:67]([CH3:69])[CH3:68])=[O:65])[NH:57][CH:58]=5)=[CH:50][CH:49]=4)=[CH:44][CH:43]=3)N=2)N1. No catalyst specified. The product is [CH3:68][CH:67]([CH3:69])[C@H:66]([NH:70][C:71](=[O:74])[O:72][CH3:73])[C:64]([N:60]1[CH2:61][CH2:62][CH2:63][C@H:59]1[C:56]1[NH:57][CH:58]=[C:54]([C:51]2[CH:50]=[CH:49][C:48]([C:45]3[CH:44]=[CH:43][C:42]([C:10](=[O:11])[CH2:6][NH:5][C:17]([CH:16]4[CH2:15][C:14]5([CH2:20][CH2:21][S:22](=[O:26])(=[O:25])[CH2:23][CH2:24]5)[CH2:13][N:12]4[C:10](=[O:11])[C@@H:6]([NH:5][C:3]([O:2][CH3:1])=[O:4])[CH:7]([CH3:9])[CH3:8])=[O:18])=[CH:47][CH:46]=3)=[CH:53][CH:52]=2)[N:55]=1)=[O:65]. The yield is 0.490. (4) The reactants are Cl[C:2]1[N:7]=[C:6]([C:8]#[N:9])[C:5]([N+:10]([O-:12])=[O:11])=[C:4]([NH:13][CH2:14][CH3:15])[CH:3]=1.[F:16][C:17]([F:28])([F:27])[C:18]1[CH:23]=[CH:22][C:21](B(O)O)=[CH:20][CH:19]=1.C(=O)([O-])[O-].[K+].[K+]. The catalyst is O1CCOCC1.C1C=CC([P]([Pd]([P](C2C=CC=CC=2)(C2C=CC=CC=2)C2C=CC=CC=2)([P](C2C=CC=CC=2)(C2C=CC=CC=2)C2C=CC=CC=2)[P](C2C=CC=CC=2)(C2C=CC=CC=2)C2C=CC=CC=2)(C2C=CC=CC=2)C2C=CC=CC=2)=CC=1. The product is [CH2:14]([NH:13][C:4]1[CH:3]=[C:2]([C:20]2[CH:21]=[CH:22][CH:23]=[C:18]([C:17]([F:28])([F:27])[F:16])[CH:19]=2)[N:7]=[C:6]([C:8]#[N:9])[C:5]=1[N+:10]([O-:12])=[O:11])[CH3:15]. The yield is 0.640. (5) The reactants are [NH2:1][C:2]1[CH:3]=[C:4]2[C:9](=[CH:10][C:11]=1[NH:12][CH2:13][CH3:14])[N:8]=[CH:7][N:6]=[C:5]2[N:15]1[CH2:20][CH2:19][N:18]([C:21](=[S:30])[NH:22][CH2:23][C:24]2[CH:29]=[CH:28][CH:27]=[CH:26][CH:25]=2)[CH2:17][CH2:16]1.[CH2:31]([N:33]=[C:34]=S)[CH3:32].[OH2:36].[Cl-].[Na+]. The catalyst is CN(C)C=O. The product is [CH2:23]([NH:22][C:21]([N:18]1[CH2:19][CH2:20][N:15]([C:5]2[C:4]3[C:9](=[CH:10][C:11]([NH:12][CH2:13][CH3:14])=[C:2]([NH:1][C:34]([NH:33][CH2:31][CH3:32])=[O:36])[CH:3]=3)[N:8]=[CH:7][N:6]=2)[CH2:16][CH2:17]1)=[S:30])[C:24]1[CH:29]=[CH:28][CH:27]=[CH:26][CH:25]=1. The yield is 0.290. (6) The reactants are F[C:2]1[CH:12]=[CH:11][C:5]([C:6]([O:8]CC)=[O:7])=[CH:4][C:3]=1[N+:13]([O-:15])=[O:14].[NH:16]1[CH2:21][CH2:20][CH2:19][CH2:18][CH2:17]1.[OH-].[Li+]. The product is [N+:13]([C:3]1[CH:4]=[C:5]([CH:11]=[CH:12][C:2]=1[N:16]1[CH2:21][CH2:20][CH2:19][CH2:18][CH2:17]1)[C:6]([OH:8])=[O:7])([O-:15])=[O:14]. The yield is 0.960. The catalyst is CN(C=O)C.O.C1COCC1. (7) The reactants are [C:1]([O:5][C:6]([N:8]1[CH2:13][C@H:12]([N:14]([O:27][CH2:28][C:29]2[CH:34]=[CH:33][CH:32]=[CH:31][CH:30]=2)S(C2C=CC=CC=2[N+]([O-])=O)(=O)=O)[CH2:11][CH2:10][C@H:9]1[C:35]1[N:39]=[CH:38][O:37][N:36]=1)=[O:7])([CH3:4])([CH3:3])[CH3:2].SCC(O)=O.O[Li].O.CCOC(C)=O. The catalyst is CN(C=O)C. The product is [CH2:28]([O:27][NH:14][C@H:12]1[CH2:13][N:8]([C:6]([O:5][C:1]([CH3:4])([CH3:3])[CH3:2])=[O:7])[C@H:9]([C:35]2[N:39]=[CH:38][O:37][N:36]=2)[CH2:10][CH2:11]1)[C:29]1[CH:34]=[CH:33][CH:32]=[CH:31][CH:30]=1. The yield is 0.630. (8) The yield is 0.900. The product is [C:1]1([CH2:7][C:8]([NH:10][C@@H:11]2[C:35](=[O:36])[N:13]3[C:14]([C:19]([O:21][CH:22]([C:23]4[CH:24]=[CH:25][CH:26]=[CH:27][CH:28]=4)[C:29]4[CH:34]=[CH:33][CH:32]=[CH:31][CH:30]=4)=[O:20])=[C:15]([O:18][S:38]([CH3:37])(=[O:40])=[O:39])[CH2:16][S:17][C@H:12]23)=[O:9])[CH:6]=[CH:5][CH:4]=[CH:3][CH:2]=1. The catalyst is CC(C)=O. The reactants are [C:1]1([CH2:7][C:8]([NH:10][C@@H:11]2[C:35](=[O:36])[N:13]3[C:14]([C:19]([O:21][CH:22]([C:29]4[CH:34]=[CH:33][CH:32]=[CH:31][CH:30]=4)[C:23]4[CH:28]=[CH:27][CH:26]=[CH:25][CH:24]=4)=[O:20])=[C:15]([OH:18])[CH2:16][S:17][C@H:12]23)=[O:9])[CH:6]=[CH:5][CH:4]=[CH:3][CH:2]=1.[CH3:37][S:38](Cl)(=[O:40])=[O:39].C(N(C(C)C)C(C)C)C.O.